From a dataset of Catalyst prediction with 721,799 reactions and 888 catalyst types from USPTO. Predict which catalyst facilitates the given reaction. (1) Reactant: [CH2:1]([N:8]1[CH2:13][CH2:12][C:11](=O)[CH:10]([C:15]2[CH:20]=[CH:19][CH:18]=[CH:17][CH:16]=2)[CH2:9]1)[C:2]1[CH:7]=[CH:6][CH:5]=[CH:4][CH:3]=1.[NH:21]1[CH2:26][CH2:25][NH:24][CH2:23][CH2:22]1.C([BH3-])#N.[Na+].[OH-].[Na+]. Product: [CH2:1]([N:8]1[CH2:13][CH2:12][C@H:11]([N:21]2[CH2:26][CH2:25][NH:24][CH2:23][CH2:22]2)[C@H:10]([C:15]2[CH:20]=[CH:19][CH:18]=[CH:17][CH:16]=2)[CH2:9]1)[C:2]1[CH:7]=[CH:6][CH:5]=[CH:4][CH:3]=1. The catalyst class is: 40. (2) Reactant: [H][H].C=CC.[NH:6]1[CH:10]=[C:9]([C:11]([O:13][CH2:14][CH3:15])=[O:12])[CH:8]=[N:7]1.C(=O)([O-])[O-].[K+].[K+].Br[CH2:23][CH2:24][CH2:25][C:26]1[CH:31]=[CH:30][CH:29]=[CH:28][CH:27]=1. Product: [C:26]1([CH2:25][CH2:24][CH2:23][N:6]2[CH:10]=[C:9]([C:11]([O:13][CH2:14][CH3:15])=[O:12])[CH:8]=[N:7]2)[CH:31]=[CH:30][CH:29]=[CH:28][CH:27]=1. The catalyst class is: 21.